The task is: Predict which catalyst facilitates the given reaction.. This data is from Catalyst prediction with 721,799 reactions and 888 catalyst types from USPTO. Reactant: C(OC([N:8]1[CH2:13][CH2:12][CH:11]([CH2:14][O:15][C:16]2[CH:25]=[C:24]3[C:19]([C:20]([NH:26][C:27]4[C:35]5[O:34][CH:33]=[CH:32][C:31]=5[CH:30]=[CH:29][C:28]=4[Cl:36])=[N:21][CH:22]=[N:23]3)=[CH:18][C:17]=2[O:37][CH3:38])[CH2:10][CH2:9]1)=O)(C)(C)C.FC(F)(F)C(O)=O. Product: [Cl:36][C:28]1[CH:29]=[CH:30][C:31]2[CH:32]=[CH:33][O:34][C:35]=2[C:27]=1[NH:26][C:20]1[C:19]2[C:24](=[CH:25][C:16]([O:15][CH2:14][CH:11]3[CH2:12][CH2:13][NH:8][CH2:9][CH2:10]3)=[C:17]([O:37][CH3:38])[CH:18]=2)[N:23]=[CH:22][N:21]=1. The catalyst class is: 2.